This data is from Forward reaction prediction with 1.9M reactions from USPTO patents (1976-2016). The task is: Predict the product of the given reaction. (1) Given the reactants F[C:2]1[CH:7]=[CH:6][C:5]([N:8]([CH3:18])[S:9]([C:12]2[CH:17]=[CH:16][CH:15]=[CH:14][CH:13]=2)(=[O:11])=[O:10])=[CH:4][C:3]=1[N+:19]([O-:21])=[O:20].[CH2:22]([N:29]1[CH2:33][CH2:32][CH:31]([NH2:34])[CH2:30]1)[C:23]1[CH:28]=[CH:27][CH:26]=[CH:25][CH:24]=1, predict the reaction product. The product is: [CH2:22]([N:29]1[CH2:33][CH2:32][CH:31]([NH:34][C:2]2[CH:7]=[CH:6][C:5]([N:8]([CH3:18])[S:9]([C:12]3[CH:17]=[CH:16][CH:15]=[CH:14][CH:13]=3)(=[O:11])=[O:10])=[CH:4][C:3]=2[N+:19]([O-:21])=[O:20])[CH2:30]1)[C:23]1[CH:24]=[CH:25][CH:26]=[CH:27][CH:28]=1. (2) Given the reactants C1(C2C=C(C3N4N=CC(C5C=C(C=CC=5)C(O)=O)=CC4=NC=3)C=CN=2)C=CC=CC=1.C([O:33][C:34](=[O:59])[C:35]1[CH:40]=[CH:39][CH:38]=[C:37]([C:41]2[CH:46]=[N:45][N:44]3[C:47]([C:50]4[CH:55]=[CH:54][C:53]([OH:56])=[C:52]([O:57][CH3:58])[CH:51]=4)=[CH:48][N:49]=[C:43]3[CH:42]=2)[CH:36]=1)C, predict the reaction product. The product is: [OH:56][C:53]1[CH:54]=[CH:55][C:50]([C:47]2[N:44]3[N:45]=[CH:46][C:41]([C:37]4[CH:36]=[C:35]([CH:40]=[CH:39][CH:38]=4)[C:34]([OH:59])=[O:33])=[CH:42][C:43]3=[N:49][CH:48]=2)=[CH:51][C:52]=1[O:57][CH3:58].